Dataset: Retrosynthesis with 50K atom-mapped reactions and 10 reaction types from USPTO. Task: Predict the reactants needed to synthesize the given product. (1) Given the product COC(=O)Cc1cc2ccc(Cl)cc2c(-c2ccc(Sc3ccc(OC(F)(F)F)cc3)cc2)c1C, predict the reactants needed to synthesize it. The reactants are: COC(=O)Cc1cc2ccc(Cl)cc2c(B2OC(C)(C)C(C)(C)O2)c1C.FC(F)(F)Oc1ccc(Sc2ccc(Br)cc2)cc1. (2) The reactants are: CCNCc1cc([N+](=O)[O-])ccc1Oc1cc(CC(=O)OCC)ccc1OC.O=C(Cl)OCc1ccccc1. Given the product CCOC(=O)Cc1ccc(OC)c(Oc2ccc([N+](=O)[O-])cc2CN(CC)C(=O)OCc2ccccc2)c1, predict the reactants needed to synthesize it. (3) Given the product CSc1nsc(OCc2ccsc2)n1, predict the reactants needed to synthesize it. The reactants are: CSc1nsc(Cl)n1.OCc1ccsc1. (4) Given the product Nc1cc(-c2cccc(COCC(F)(F)F)c2)n(-c2ccccc2)n1, predict the reactants needed to synthesize it. The reactants are: CC1(C)OB(c2cccc(COCC(F)(F)F)c2)OC1(C)C.Nc1cc(I)n(-c2ccccc2)n1. (5) Given the product Cc1c(-c2ccc(Cl)cc2)c(C(=O)N2CCOCC2)n(Cc2cccc(Cl)c2)c1C(F)(F)F, predict the reactants needed to synthesize it. The reactants are: Cc1c(C(F)(F)F)[nH]c(C(=O)N2CCOCC2)c1-c1ccc(Cl)cc1.Clc1cccc(CBr)c1. (6) Given the product COc1ccc(COC(=O)[C@@H](O)CC2CCC2)cc1, predict the reactants needed to synthesize it. The reactants are: COc1ccc(CCl)cc1.O=C(O)[C@@H](O)CC1CCC1.